From a dataset of Blood-brain barrier permeability classification from the B3DB database. Regression/Classification. Given a drug SMILES string, predict its absorption, distribution, metabolism, or excretion properties. Task type varies by dataset: regression for continuous measurements (e.g., permeability, clearance, half-life) or binary classification for categorical outcomes (e.g., BBB penetration, CYP inhibition). Dataset: b3db_classification. (1) The compound is Cc1nnc2n1-c1ccc(Cl)cc1C(c1ccccc1)=N[C@H]2O. The result is 0 (does not penetrate BBB). (2) The molecule is CCO[C@@H]1c2ccccc2C(=O)N(C)c2ccccc21. The result is 1 (penetrates BBB). (3) The compound is CC(C)(C(=O)c1cccnc1)c1cccnc1. The result is 0 (does not penetrate BBB). (4) The drug is Cc1nnc(SCC2=C(C(=O)O)N3C(=O)[C@@H](NC(=O)[C@H](N)c4ccc(O)cc4)[C@H]3SC2)s1. The result is 0 (does not penetrate BBB). (5) The drug is CN1CCN(CC/C=C2/c3ccccc3Sc3ccc(S(=O)(=O)N(C)C)cc32)CC1. The result is 1 (penetrates BBB). (6) The molecule is CN1c2ccc(Cl)cc2C(c2ccccc2Cl)=NC[C@@H]1CO. The result is 1 (penetrates BBB).